From a dataset of Reaction yield outcomes from USPTO patents with 853,638 reactions. Predict the reaction yield, written as a fraction of the theoretical maximum amount of product (1.0 means a 100% yield; for example, 0.34 means a 34% yield). No catalyst specified. The yield is 0.920. The product is [CH:30]([C:18]1[C:13]2[O:12][CH2:11][CH:10]([C:7]3[CH:6]=[CH:5][C:4]([CH:1]([CH3:3])[CH3:2])=[CH:9][CH:8]=3)[C:14]=2[C:15]([CH3:23])=[C:16]([NH:20][CH:21]=[O:22])[C:17]=1[CH3:19])=[O:32]. The reactants are [CH:1]([C:4]1[CH:9]=[CH:8][C:7]([CH:10]2[C:14]3[C:15]([CH3:23])=[C:16]([NH:20][CH:21]=[O:22])[C:17]([CH3:19])=[CH:18][C:13]=3[O:12][CH2:11]2)=[CH:6][CH:5]=1)([CH3:3])[CH3:2].CCCCCC.[C:30](OCC)(=[O:32])C.